From a dataset of Forward reaction prediction with 1.9M reactions from USPTO patents (1976-2016). Predict the product of the given reaction. The product is: [CH3:1][C:2]1[C:6]2[CH:7]=[CH:8][CH:9]=[CH:10][C:5]=2[O:4][C:3]=1[CH:11]([C:34]1[CH:39]=[CH:38][CH:37]=[CH:36][CH:35]=1)[NH:12][S:13]([C:16]1[CH:26]=[CH:25][C:19]2[O:20][CH2:21][CH2:22][CH2:23][O:24][C:18]=2[CH:17]=1)(=[O:14])=[O:15]. Given the reactants [CH3:1][C:2]1[C:6]2[CH:7]=[CH:8][CH:9]=[CH:10][C:5]=2[O:4][C:3]=1[CH:11]=[N:12][S:13]([C:16]1[CH:26]=[CH:25][C:19]2[O:20][CH2:21][CH2:22][CH2:23][O:24][C:18]=2[CH:17]=1)(=[O:15])=[O:14].O1CCCC1.Br[Mg][C:34]1[CH:39]=[CH:38][CH:37]=[CH:36][CH:35]=1, predict the reaction product.